This data is from Reaction yield outcomes from USPTO patents with 853,638 reactions. The task is: Predict the reaction yield, written as a fraction of the theoretical maximum amount of product (1.0 means a 100% yield; for example, 0.34 means a 34% yield). (1) The reactants are Cl[Si](C)(C)C.[OH:6][C:7]1[CH:17]=[CH:16][CH:15]=[CH:14][C:8]=1[CH:9]=[CH:10][C:11]([OH:13])=[O:12].[CH3:18]COC(C)=O.CO.O. The catalyst is CO. The product is [OH:6][C:7]1[CH:17]=[CH:16][CH:15]=[CH:14][C:8]=1[CH:9]=[CH:10][C:11]([O:13][CH3:18])=[O:12]. The yield is 1.00. (2) The catalyst is C(#N)C.C(OCC)(=O)C.CCOCC. The reactants are [NH2:1][C:2]1[CH:3]=[CH:4][CH:5]=[C:6]2[C:10]=1[C:9](=[O:11])[N:8]([CH:12]([C:18]1[CH:23]=[CH:22][C:21]([O:24][CH3:25])=[C:20]([O:26][CH2:27][CH3:28])[CH:19]=1)[CH2:13][S:14]([CH3:17])(=[O:16])=[O:15])[CH2:7]2.[CH3:29][NH:30][CH3:31].[O:32]1CC[CH2:34][CH2:33]1.[ClH:37]. The product is [ClH:37].[CH3:29][N:30]([CH3:31])[CH2:34][C:33]([NH:1][C:2]1[CH:3]=[CH:4][CH:5]=[C:6]2[C:10]=1[C:9](=[O:11])[N:8]([CH:12]([C:18]1[CH:23]=[CH:22][C:21]([O:24][CH3:25])=[C:20]([O:26][CH2:27][CH3:28])[CH:19]=1)[CH2:13][S:14]([CH3:17])(=[O:15])=[O:16])[CH2:7]2)=[O:32]. The yield is 0.740. (3) The reactants are [CH:1]1([C:4]2[CH:8]=[CH:7][S:6][C:5]=2[CH2:9][N:10]2[C:15]3[N:16]=[C:17](S(C)=O)[N:18]=[CH:19][C:14]=3[CH:13]=[CH:12][C:11]2=[O:23])[CH2:3][CH2:2]1.[CH3:24][N:25]1[CH2:30][CH2:29][N:28]([C:31]2[CH:37]=[CH:36][C:34]([NH2:35])=[CH:33][CH:32]=2)[CH2:27][CH2:26]1. No catalyst specified. The product is [CH:1]1([C:4]2[CH:8]=[CH:7][S:6][C:5]=2[CH2:9][N:10]2[C:15]3[N:16]=[C:17]([NH:35][C:34]4[CH:33]=[CH:32][C:31]([N:28]5[CH2:27][CH2:26][N:25]([CH3:24])[CH2:30][CH2:29]5)=[CH:37][CH:36]=4)[N:18]=[CH:19][C:14]=3[CH:13]=[CH:12][C:11]2=[O:23])[CH2:3][CH2:2]1. The yield is 0.320.